This data is from Forward reaction prediction with 1.9M reactions from USPTO patents (1976-2016). The task is: Predict the product of the given reaction. (1) Given the reactants [CH3:1][O:2][C:3](=[O:21])[C@H:4]([OH:20])[CH2:5][NH:6][C:7]1[CH:8]=[C:9]2[C:13](=[CH:14][CH:15]=1)[N:12]([CH2:16][CH2:17][CH3:18])[C:11](=[O:19])[CH2:10]2.[C:22](OCC)(=[O:24])C, predict the reaction product. The product is: [CH3:1][O:2][C:3]([C@@H:4]1[O:20][C:22](=[O:24])[N:6]([C:7]2[CH:8]=[C:9]3[C:13](=[CH:14][CH:15]=2)[N:12]([CH2:16][CH2:17][CH3:18])[C:11](=[O:19])[CH2:10]3)[CH2:5]1)=[O:21]. (2) Given the reactants [C:1]1([C:8]2[CH:13]=[CH:12][CH:11]=[C:10]([OH:14])[CH:9]=2)[CH:6]=[CH:5][CH:4]=[C:3]([OH:7])[CH:2]=1.Br[CH2:16][CH2:17][CH2:18][OH:19].C(=O)([O-])[O-].[K+].[K+], predict the reaction product. The product is: [OH:19][CH2:18][CH2:17][CH2:16][O:14][C:10]1[CH:9]=[C:8]([C:1]2[CH:6]=[CH:5][CH:4]=[C:3]([OH:7])[CH:2]=2)[CH:13]=[CH:12][CH:11]=1. (3) Given the reactants [CH2:1]([O:3][C:4](=[O:29])[CH2:5][C:6]1[CH:11]=[CH:10][C:9]([O:12][CH3:13])=[C:8]([O:14][C:15]2[CH:20]=[CH:19][C:18]([NH2:21])=[CH:17][C:16]=2[CH2:22][N:23]2[CH2:27][CH2:26][O:25][C:24]2=[O:28])[CH:7]=1)[CH3:2].[CH3:30][O:31][CH2:32][C:33](Cl)=[O:34], predict the reaction product. The product is: [CH2:1]([O:3][C:4](=[O:29])[CH2:5][C:6]1[CH:11]=[CH:10][C:9]([O:12][CH3:13])=[C:8]([O:14][C:15]2[CH:20]=[CH:19][C:18]([NH:21][C:33](=[O:34])[CH2:32][O:31][CH3:30])=[CH:17][C:16]=2[CH2:22][N:23]2[CH2:27][CH2:26][O:25][C:24]2=[O:28])[CH:7]=1)[CH3:2]. (4) Given the reactants Br[C:2]1[C:3]2[N:4]([N:8]=[C:9]([NH:11][C:12]3[CH:17]=[CH:16][C:15]([O:18][CH3:19])=[CH:14][CH:13]=3)[N:10]=2)[CH:5]=[CH:6][CH:7]=1.[CH3:20][N:21]1[CH2:26][CH2:25][NH:24][CH2:23][CH2:22]1.C1(P(C2CCCCC2)C2C=CC=CC=2C2C(C(C)C)=CC(C(C)C)=CC=2C(C)C)CCCCC1.P([O-])([O-])([O-])=O.[K+].[K+].[K+], predict the reaction product. The product is: [CH3:19][O:18][C:15]1[CH:16]=[CH:17][C:12]([NH:11][C:9]2[N:10]=[C:3]3[C:2]([N:24]4[CH2:25][CH2:26][N:21]([CH3:20])[CH2:22][CH2:23]4)=[CH:7][CH:6]=[CH:5][N:4]3[N:8]=2)=[CH:13][CH:14]=1. (5) Given the reactants O1CCCC1.C[O-].[Na+].[CH:9](=[O:14])[CH2:10][CH:11]([CH3:13])[CH3:12].[N+:15]([CH3:18])([O-:17])=[O:16], predict the reaction product. The product is: [OH:14][CH:9]([CH2:10][CH:11]([CH3:13])[CH3:12])[CH2:18][N+:15]([O-:17])=[O:16]. (6) Given the reactants [CH3:1][O:2][C:3]1[CH:4]=[C:5]([C:11]2[N:16]=[CH:15][C:14](/[CH:17]=[CH:18]/[C:19]([NH:21][C:22]3[CH:27]=[C:26]([C:28]4[S:29][CH:30]=[CH:31][CH:32]=4)[CH:25]=[CH:24][C:23]=3[NH:33]C(=O)OC(C)(C)C)=[O:20])=[CH:13][CH:12]=2)[CH:6]=[CH:7][C:8]=1[O:9][CH3:10].FC(F)(F)C(O)=O, predict the reaction product. The product is: [NH2:33][C:23]1[CH:24]=[CH:25][C:26]([C:28]2[S:29][CH:30]=[CH:31][CH:32]=2)=[CH:27][C:22]=1[NH:21][C:19](=[O:20])/[CH:18]=[CH:17]/[C:14]1[CH:15]=[N:16][C:11]([C:5]2[CH:6]=[CH:7][C:8]([O:9][CH3:10])=[C:3]([O:2][CH3:1])[CH:4]=2)=[CH:12][CH:13]=1.